The task is: Predict the reactants needed to synthesize the given product.. This data is from Full USPTO retrosynthesis dataset with 1.9M reactions from patents (1976-2016). (1) Given the product [CH:1]1([C:4]2[C:5]([CH2:17][NH:19][C:20]3[CH:27]=[CH:26][C:23]([C:24]#[N:25])=[CH:22][CH:21]=3)=[C:6]3[CH2:14][O:13][C:12]([CH3:15])([CH3:16])[O:11][C:7]3=[C:8]([CH3:10])[N:9]=2)[CH2:2][CH2:3]1, predict the reactants needed to synthesize it. The reactants are: [CH:1]1([C:4]2[N:9]=[C:8]([CH3:10])[C:7]3[O:11][C:12]([CH3:16])([CH3:15])[O:13][CH2:14][C:6]=3[C:5]=2[CH:17]=O)[CH2:3][CH2:2]1.[NH2:19][C:20]1[CH:27]=[CH:26][C:23]([C:24]#[N:25])=[CH:22][CH:21]=1. (2) Given the product [CH3:70][C:42]1([CH3:69])[C:43]2[C:48](=[CH:47][C:46]([C:49]3[N:53]([C:54]4[CH:55]=[CH:56][C:57]([S:60]([NH2:63])(=[O:62])=[O:61])=[CH:58][CH:59]=4)[C:52]([CH3:64])=[C:51]([C:65](=[O:68])[CH2:66][CH3:67])[CH:50]=3)=[CH:45][CH:44]=2)[NH:39][CH2:40][CH2:41]1, predict the reactants needed to synthesize it. The reactants are: C(N1C2C(=CC(C3N(C4C=CC(S(N)(=O)=O)=CC=4)C(C)=C(C(=O)CC)C=3)=CC=2)C(C)(C)CC1)(=O)C.C([N:39]1[C:48]2[C:43](=[CH:44][CH:45]=[C:46]([C:49]3[N:53]([C:54]4[CH:59]=[CH:58][C:57]([S:60]([NH2:63])(=[O:62])=[O:61])=[CH:56][CH:55]=4)[C:52]([CH3:64])=[C:51]([C:65](=[O:68])[CH2:66][CH3:67])[CH:50]=3)[CH:47]=2)[C:42]([CH3:70])([CH3:69])[CH2:41][CH2:40]1)(=O)C.Cl.N. (3) Given the product [C:8]([Si:11]([CH3:13])([CH3:12])[O:4][CH2:3][C:2]([CH3:5])([OH:6])[CH3:1])([CH3:10])([CH3:9])[CH3:7], predict the reactants needed to synthesize it. The reactants are: [CH3:1][C:2]([OH:6])([CH3:5])[CH2:3][OH:4].[CH3:7][C:8]([Si:11](Cl)([CH3:13])[CH3:12])([CH3:10])[CH3:9]. (4) Given the product [OH:41][C:14]1[CH:15]=[C:16]([OH:33])[C:17]([C:19]2[O:23][N:22]=[C:21]([CH3:24])[C:20]=2[C:25]2[CH:26]=[CH:27][C:28]([O:31][CH3:32])=[CH:29][CH:30]=2)=[CH:18][C:13]=1[CH:12]=[CH:11][C:10]([OH:49])=[O:9], predict the reactants needed to synthesize it. The reactants are: B(Cl)(Cl)Cl.C([O:9][C:10](=[O:49])[CH:11]=[CH:12][C:13]1[CH:18]=[C:17]([C:19]2[O:23][N:22]=[C:21]([CH3:24])[C:20]=2[C:25]2[CH:30]=[CH:29][C:28]([O:31][CH3:32])=[CH:27][CH:26]=2)[C:16]([O:33]CC2C=CC=CC=2)=[CH:15][C:14]=1[O:41]CC1C=CC=CC=1)(C)(C)C.C(=O)=O.CC(C)=O.O. (5) Given the product [CH2:1]([O:3][C:4]([C@@H:6]1[CH2:10][C@@H:9]([S:33][C:27]2[CH:28]=[CH:29][C:30]([Br:32])=[CH:31][C:26]=2[Cl:25])[CH2:8][C@H:7]1[C:16]([N:18]1[CH2:22][CH2:21][C:20]([F:23])([F:24])[CH2:19]1)=[O:17])=[O:5])[CH3:2], predict the reactants needed to synthesize it. The reactants are: [CH2:1]([O:3][C:4]([C@@H:6]1[CH2:10][C@H:9](OS(C)(=O)=O)[CH2:8][C@H:7]1[C:16]([N:18]1[CH2:22][CH2:21][C:20]([F:24])([F:23])[CH2:19]1)=[O:17])=[O:5])[CH3:2].[Cl:25][C:26]1[CH:31]=[C:30]([Br:32])[CH:29]=[CH:28][C:27]=1[SH:33]. (6) Given the product [CH2:18]([O:17][C:15](=[O:16])[C:14]([C:12]#[N:13])=[C:1]([C:3]1[CH:8]=[CH:7][C:6]([CH2:9][CH3:10])=[CH:5][CH:4]=1)[CH3:2])[CH3:19], predict the reactants needed to synthesize it. The reactants are: [CH2:1]([C:3]1[CH:8]=[CH:7][C:6]([C:9](=O)[CH3:10])=[CH:5][CH:4]=1)[CH3:2].[C:12]([CH2:14][C:15]([O:17][CH2:18][CH3:19])=[O:16])#[N:13].C([O-])(=O)C.[NH4+]. (7) Given the product [CH2:1]([N:8]1[CH2:9][C:19]([CH3:20])=[C:18]([C:17]([O:22][CH2:23][CH3:24])=[O:21])[CH2:14]1)[C:2]1[CH:3]=[CH:4][CH:5]=[CH:6][CH:7]=1, predict the reactants needed to synthesize it. The reactants are: [CH2:1]([N:8]([CH2:14]OC)[CH2:9][Si](C)(C)C)[C:2]1[CH:7]=[CH:6][CH:5]=[CH:4][CH:3]=1.[C:17]([O:22][CH2:23][CH3:24])(=[O:21])[C:18]#[C:19][CH3:20].FC(F)(F)C(O)=O. (8) Given the product [CH3:6][O:5][C:3](=[O:4])[C:2]([O:12][C:8]([CH3:11])([CH3:10])[CH3:9])=[O:7], predict the reactants needed to synthesize it. The reactants are: Cl[C:2](=[O:7])[C:3]([O:5][CH3:6])=[O:4].[C:8]([OH:12])([CH3:11])([CH3:10])[CH3:9].N1C=CC=CC=1.O. (9) Given the product [CH3:42][O:43][C:44]([C:46]1[N:47]=[C:48]([NH:51][C:52](=[O:62])[C@@H:53]([NH:61][C:10](=[O:12])[CH:9]([NH:8][C:6]([O:5][C:1]([CH3:2])([CH3:3])[CH3:4])=[O:7])[C:13]2[CH:18]=[CH:17][C:16]([O:19][CH2:20][CH2:21][O:22][CH3:23])=[CH:15][CH:14]=2)[CH2:54][C:55]2[CH:60]=[CH:59][CH:58]=[CH:57][CH:56]=2)[S:49][CH:50]=1)=[O:45], predict the reactants needed to synthesize it. The reactants are: [C:1]([O:5][C:6]([NH:8][C@H:9]([C:13]1[CH:18]=[CH:17][C:16]([O:19][CH2:20][CH2:21][O:22][CH3:23])=[CH:15][CH:14]=1)[C:10]([OH:12])=O)=[O:7])([CH3:4])([CH3:3])[CH3:2].ClC1N=C(OC)N=C(OC)N=1.CN1CCOCC1.[CH3:42][O:43][C:44]([C:46]1[N:47]=[C:48]([NH:51][C:52](=[O:62])[C@@H:53]([NH2:61])[CH2:54][C:55]2[CH:60]=[CH:59][CH:58]=[CH:57][CH:56]=2)[S:49][CH:50]=1)=[O:45]. (10) Given the product [CH3:1][C:2]1[N:3]=[N:4][N:5]([CH2:7][C:8]2[CH:13]=[C:12]([C:14]([F:16])([F:15])[F:17])[CH:11]=[CH:10][C:9]=2/[CH:18]=[CH:19]/[C:20]([N:23]2[CH2:28][CH2:27][CH:26]([C:29]([O:31][CH3:32])=[O:30])[CH2:25][CH2:24]2)=[O:21])[N:6]=1, predict the reactants needed to synthesize it. The reactants are: [CH3:1][C:2]1[N:3]=[N:4][N:5]([CH2:7][C:8]2[CH:13]=[C:12]([C:14]([F:17])([F:16])[F:15])[CH:11]=[CH:10][C:9]=2/[CH:18]=[CH:19]/[C:20](O)=[O:21])[N:6]=1.[NH:23]1[CH2:28][CH2:27][CH:26]([C:29]([O:31][CH3:32])=[O:30])[CH2:25][CH2:24]1.